From a dataset of NCI-60 drug combinations with 297,098 pairs across 59 cell lines. Regression. Given two drug SMILES strings and cell line genomic features, predict the synergy score measuring deviation from expected non-interaction effect. Drug 1: CN1C2=C(C=C(C=C2)N(CCCl)CCCl)N=C1CCCC(=O)O.Cl. Drug 2: C(CCl)NC(=O)N(CCCl)N=O. Cell line: NCI-H460. Synergy scores: CSS=9.11, Synergy_ZIP=-2.45, Synergy_Bliss=0.229, Synergy_Loewe=1.14, Synergy_HSA=1.31.